Dataset: Forward reaction prediction with 1.9M reactions from USPTO patents (1976-2016). Task: Predict the product of the given reaction. (1) Given the reactants S(=O)(=O)(O)O.[NH2:6][C:7]1[CH:11]=[N:10][N:9]2[CH2:12][CH2:13][NH:14][C:8]=12.C(N(CC)CC)C.[C:22]([O:26][C:27]([NH:29][C:30]([NH:39][C:40]([O:42][C:43]([CH3:46])([CH3:45])[CH3:44])=[O:41])=NS(C(F)(F)F)(=O)=O)=[O:28])([CH3:25])([CH3:24])[CH3:23], predict the reaction product. The product is: [C:43]([O:42][C:40]([N:39]=[C:30]([NH:29][C:27]([O:26][C:22]([CH3:25])([CH3:24])[CH3:23])=[O:28])[NH:6][C:7]1[CH:11]=[N:10][N:9]2[CH2:12][CH2:13][NH:14][C:8]=12)=[O:41])([CH3:46])([CH3:45])[CH3:44]. (2) The product is: [CH3:18][O:17][C:15]1[CH:16]=[C:11]([C:8]2[N:6]3[CH:7]=[C:2]([N:21]4[CH2:26][CH2:25][O:24][CH2:23][CH2:22]4)[CH:3]=[CH:4][C:5]3=[N:10][CH:9]=2)[CH:12]=[N:13][C:14]=1[O:19][CH3:20]. Given the reactants Br[C:2]1[CH:3]=[CH:4][C:5]2[N:6]([C:8]([C:11]3[CH:12]=[N:13][C:14]([O:19][CH3:20])=[C:15]([O:17][CH3:18])[CH:16]=3)=[CH:9][N:10]=2)[CH:7]=1.[NH:21]1[CH2:26][CH2:25][O:24][CH2:23][CH2:22]1.C1(P(C2C=CC=CC=2)C2C=CC3C(=CC=CC=3)C=2C2C3C(=CC=CC=3)C=CC=2P(C2C=CC=CC=2)C2C=CC=CC=2)C=CC=CC=1.CC(C)([O-])C.[Na+], predict the reaction product. (3) Given the reactants [N:1]1[CH:6]=[CH:5][CH:4]=[C:3]([CH2:7][N:8]2[C:16]3[C:11](=[CH:12][C:13]([OH:17])=[CH:14][CH:15]=3)[C:10]([CH3:19])([CH3:18])[CH2:9]2)[CH:2]=1.[CH2:20]([N:26]=[C:27]=[O:28])[CH2:21][CH2:22][CH2:23][CH2:24][CH3:25], predict the reaction product. The product is: [CH2:20]([NH:26][C:27](=[O:28])[O:17][C:13]1[CH:12]=[C:11]2[C:16](=[CH:15][CH:14]=1)[N:8]([CH2:7][C:3]1[CH:2]=[N:1][CH:6]=[CH:5][CH:4]=1)[CH2:9][C:10]2([CH3:19])[CH3:18])[CH2:21][CH2:22][CH2:23][CH2:24][CH3:25]. (4) Given the reactants [Br:1][C:2]1[CH:3]=[C:4]([Cl:12])[C:5]([C:8](OC)=[O:9])=[N:6][CH:7]=1.COC1C=CC(C=O)=CN=1, predict the reaction product. The product is: [Br:1][C:2]1[CH:3]=[C:4]([Cl:12])[C:5]([CH:8]=[O:9])=[N:6][CH:7]=1. (5) Given the reactants C(OC([N:6]1[C:10]([NH:11][C:12](=[O:26])[C:13]2[CH:18]=[CH:17][C:16]([N:19]3[CH2:24][CH2:23][N:22]([CH3:25])[CH2:21][CH2:20]3)=[CH:15][CH:14]=2)=[C:9]2[CH2:27][N:28]([C:32](=[O:42])[NH:33][C:34]3[C:39]([Cl:40])=[CH:38][CH:37]=[CH:36][C:35]=3[Cl:41])[C:29]([CH3:31])([CH3:30])[C:8]2=[N:7]1)=O)C, predict the reaction product. The product is: [Cl:40][C:39]1[CH:38]=[CH:37][CH:36]=[C:35]([Cl:41])[C:34]=1[NH:33][C:32]([N:28]1[CH2:27][C:9]2[C:8](=[N:7][NH:6][C:10]=2[NH:11][C:12](=[O:26])[C:13]2[CH:14]=[CH:15][C:16]([N:19]3[CH2:20][CH2:21][N:22]([CH3:25])[CH2:23][CH2:24]3)=[CH:17][CH:18]=2)[C:29]1([CH3:31])[CH3:30])=[O:42]. (6) Given the reactants [NH2:1][C@@H:2]1[CH2:7][CH2:6][CH2:5][N:4]([CH2:8][CH2:9][O:10][C:11](=[O:16])[C:12]([CH3:15])([CH3:14])[CH3:13])[CH2:3]1.F[C:18]1[CH:23]=[C:22]([F:24])[CH:21]=[CH:20][C:19]=1[N+:25]([O-:27])=[O:26].C(=O)([O-])[O-].[K+].[K+], predict the reaction product. The product is: [F:24][C:22]1[CH:21]=[CH:20][C:19]([N+:25]([O-:27])=[O:26])=[C:18]([NH:1][C@@H:2]2[CH2:7][CH2:6][CH2:5][N:4]([CH2:8][CH2:9][O:10][C:11](=[O:16])[C:12]([CH3:13])([CH3:15])[CH3:14])[CH2:3]2)[CH:23]=1.